Dataset: Reaction yield outcomes from USPTO patents with 853,638 reactions. Task: Predict the reaction yield, written as a fraction of the theoretical maximum amount of product (1.0 means a 100% yield; for example, 0.34 means a 34% yield). (1) The reactants are CC1C=CC(S(O[CH2:12][C@H:13]2[CH2:15][O:14]2)(=O)=O)=CC=1.C(=O)([O-])[O-].[K+].[K+].[CH3:22][NH:23][C:24]([C:26]1[CH:27]=[C:28]2[C:33](=[CH:34][C:35]=1[OH:36])[N:32]=[CH:31][CH:30]=[C:29]2[O:37][C:38]1[CH:43]=[CH:42][C:41]([NH:44][C:45]([NH:47][CH3:48])=[O:46])=[C:40]([Cl:49])[CH:39]=1)=[O:25].[CH2:50]([NH:52][CH2:53][CH3:54])[CH3:51]. The catalyst is O.C(OCC)(=O)C.O1CCCC1.CN(C)C=O. The product is [CH3:22][NH:23][C:24]([C:26]1[CH:27]=[C:28]2[C:33](=[CH:34][C:35]=1[O:36][CH2:15][C@H:13]([OH:14])[CH2:12][N:52]([CH2:53][CH3:54])[CH2:50][CH3:51])[N:32]=[CH:31][CH:30]=[C:29]2[O:37][C:38]1[CH:43]=[CH:42][C:41]([NH:44][C:45]([NH:47][CH3:48])=[O:46])=[C:40]([Cl:49])[CH:39]=1)=[O:25]. The yield is 0.452. (2) The reactants are [H-].[Na+].[C:3]([O:7][C:8]([N:10]1[CH2:15][CH2:14][NH:13][C:12](=[O:16])[CH2:11]1)=[O:9])([CH3:6])([CH3:5])[CH3:4].[CH3:17]I.O. The catalyst is CN(C)C=O.C(OCC)(=O)C. The product is [C:3]([O:7][C:8]([N:10]1[CH2:15][CH2:14][N:13]([CH3:17])[C:12](=[O:16])[CH2:11]1)=[O:9])([CH3:6])([CH3:4])[CH3:5]. The yield is 0.720. (3) The reactants are [CH3:1][C:2]([C:7]1[CH:11]=[C:10]([NH:12][C:13](=[O:26])[C:14]([CH3:25])([S:16]([CH:19]2[CH2:24][CH2:23][O:22][CH2:21][CH2:20]2)(=[O:18])=[O:17])[CH3:15])[O:9][N:8]=1)([CH3:6])[C:3]([OH:5])=[O:4].N12CCCN=C1CCCC[CH2:28]2.CI. No catalyst specified. The product is [CH3:28][O:4][C:3](=[O:5])[C:2]([CH3:1])([C:7]1[CH:11]=[C:10]([NH:12][C:13](=[O:26])[C:14]([CH3:25])([S:16]([CH:19]2[CH2:20][CH2:21][O:22][CH2:23][CH2:24]2)(=[O:18])=[O:17])[CH3:15])[O:9][N:8]=1)[CH3:6]. The yield is 0.790. (4) The catalyst is C1(C)C=CC=CC=1.CCOC(C)=O. The reactants are [O:1]=[C:2]1[CH2:6][CH2:5][CH2:4][CH:3]1[C:7]([O:9][CH3:10])=[O:8].[CH:11]([C:13]([CH3:15])=[O:14])=[CH2:12].C(N(CC)CC)C. The yield is 0.670. The product is [O:1]=[C:2]1[CH2:6][CH2:5][CH2:4][C:3]1([CH2:12][CH2:11][C:13](=[O:14])[CH3:15])[C:7]([O:9][CH3:10])=[O:8]. (5) The reactants are [NH:1]1[CH2:6][CH2:5][CH2:4][CH:3]([OH:7])[CH2:2]1.Cl[C:9]1[C:18]2[C:13](=[CH:14][C:15]([O:21][CH3:22])=[C:16]([O:19][CH3:20])[CH:17]=2)[N:12]=[CH:11][N:10]=1.CN1CCOCC1.[N-]=C=O.[CH:33]([C:36]1[CH:41]=[CH:40][C:39]([N:42]=[C:43]=[O:44])=[CH:38][CH:37]=1)([CH3:35])[CH3:34]. The catalyst is O1CCOCC1. The product is [CH3:20][O:19][C:16]1[CH:17]=[C:18]2[C:13](=[CH:14][C:15]=1[O:21][CH3:22])[N:12]=[CH:11][N:10]=[C:9]2[N:1]1[CH2:6][CH2:5][CH2:4][CH:3]([O:7][C:43](=[O:44])[NH:42][C:39]2[CH:40]=[CH:41][C:36]([CH:33]([CH3:34])[CH3:35])=[CH:37][CH:38]=2)[CH2:2]1. The yield is 0.700. (6) The reactants are C(Cl)(=O)C=O.[F:6][C:7]1[C:8]([O:18][CH3:19])=[C:9](/[CH:14]=[CH:15]\[CH2:16][OH:17])[C:10]([F:13])=[CH:11][CH:12]=1.C[N:21](C)[C:22]1[CH:27]=CC=CC=1.CC[N:31](CC)CC.[OH2:36]. The catalyst is C(Cl)Cl. The product is [N+:21](=[CH:22][C:27]([O:17][CH2:16]/[CH:15]=[CH:14]\[C:9]1[C:10]([F:13])=[CH:11][CH:12]=[C:7]([F:6])[C:8]=1[O:18][CH3:19])=[O:36])=[N-:31]. The yield is 0.800. (7) The reactants are [OH:1][C:2]1[CH:10]=[C:9]2[C:5]([CH:6]=[CH:7][N:8]2[C:11]2[N:15]([CH3:16])[N:14]=[C:13]([CH3:17])[C:12]=2/[CH:18]=[CH:19]/[C:20]([O:22][CH2:23][CH3:24])=[O:21])=[CH:4][CH:3]=1.[CH3:25][O:26][CH2:27][CH2:28]Br.C(=O)([O-])[O-].[K+].[K+].[I-].[Na+]. The catalyst is CN(C)C=O.O. The product is [CH3:25][O:26][CH2:27][CH2:28][O:1][C:2]1[CH:10]=[C:9]2[C:5]([CH:6]=[CH:7][N:8]2[C:11]2[N:15]([CH3:16])[N:14]=[C:13]([CH3:17])[C:12]=2/[CH:18]=[CH:19]/[C:20]([O:22][CH2:23][CH3:24])=[O:21])=[CH:4][CH:3]=1. The yield is 0.990. (8) The reactants are [O:1]1[CH2:6][CH2:5][CH:4]([C:7]([N:9]2[CH2:14][CH2:13][CH:12]([C:15]3[CH:20]=[CH:19][C:18]([OH:21])=[CH:17][CH:16]=3)[CH2:11][CH2:10]2)=[O:8])[CH2:3][CH2:2]1.Br[CH2:23][CH2:24][CH2:25][Cl:26].C(=O)([O-])[O-].[K+].[K+]. The catalyst is CC(=O)CC. The product is [Cl:26][CH2:25][CH2:24][CH2:23][O:21][C:18]1[CH:19]=[CH:20][C:15]([CH:12]2[CH2:11][CH2:10][N:9]([C:7]([CH:4]3[CH2:5][CH2:6][O:1][CH2:2][CH2:3]3)=[O:8])[CH2:14][CH2:13]2)=[CH:16][CH:17]=1. The yield is 0.780.